This data is from Forward reaction prediction with 1.9M reactions from USPTO patents (1976-2016). The task is: Predict the product of the given reaction. (1) Given the reactants [Cl:1][C:2]1[CH:10]=[C:9]([N:11]2[CH2:15][CH2:14][CH2:13][CH2:12]2)[CH:8]=[CH:7][C:3]=1[C:4]([OH:6])=O.S(Cl)(Cl)=O.[CH3:20][N:21]1[CH2:25][CH2:24][CH2:23][C:22]1=[O:26], predict the reaction product. The product is: [Cl:1][C:2]1[CH:10]=[C:9]([N:11]2[CH2:15][CH2:14][CH2:13][CH2:12]2)[CH:8]=[CH:7][C:3]=1[C:4]([N:11]1[C:9]2[CH:8]=[CH:7][CH:3]=[CH:23][C:24]=2[CH2:25][N:21]([CH3:20])[C:22](=[O:26])[CH2:12]1)=[O:6]. (2) Given the reactants C(OO)(C)(C)C.S([O-])([O-])(=O)=O.[Na+].[Na+].[C:14]1(=[O:20])[CH2:19][CH2:18][CH2:17][CH2:16][CH2:15]1, predict the reaction product. The product is: [C:14]1(=[O:20])[CH2:19][CH2:18][CH2:17][CH2:16][CH2:15]1.[CH:14]1([OH:20])[CH2:19][CH2:18][CH2:17][CH2:16][CH2:15]1. (3) The product is: [O:24]=[S:16]1(=[O:25])[C:17]2[CH:23]=[CH:22][CH:21]=[CH:20][C:18]=2[CH2:19][N:13]([C:4]2[CH:3]=[C:2]([NH:26][C@H:27]3[CH2:32][CH2:31][C@H:30]([OH:33])[CH2:29][CH2:28]3)[C:11]3[C:6](=[CH:7][CH:8]=[C:9]([CH3:12])[CH:10]=3)[N:5]=2)[CH2:14][CH2:15]1. Given the reactants Cl[C:2]1[C:11]2[C:6](=[CH:7][CH:8]=[C:9]([CH3:12])[CH:10]=2)[N:5]=[C:4]([N:13]2[CH2:19][C:18]3[CH:20]=[CH:21][CH:22]=[CH:23][C:17]=3[S:16](=[O:25])(=[O:24])[CH2:15][CH2:14]2)[CH:3]=1.[NH2:26][C@H:27]1[CH2:32][CH2:31][C@H:30]([OH:33])[CH2:29][CH2:28]1.C1(P(C2CCCCC2)C2C=CC=CC=2C2C=CC=CC=2N(C)C)CCCCC1.CC(C)([O-])C.[Na+], predict the reaction product. (4) Given the reactants [CH3:1][O:2][C:3](/[CH:5]=[CH:6]/[C:7]([O:9][CH2:10][C:11]([OH:13])=O)=[O:8])=[O:4].C(Cl)(=O)C(Cl)=O.CN(C)C=O.[C:25]([O:29][C:30](=[O:33])[CH2:31][NH2:32])([CH3:28])([CH3:27])[CH3:26], predict the reaction product. The product is: [C:7]([O:9][CH2:10][C:11](=[O:13])[NH:32][CH2:31][C:30]([O:29][C:25]([CH3:28])([CH3:27])[CH3:26])=[O:33])(=[O:8])/[CH:6]=[CH:5]/[C:3]([O:2][CH3:1])=[O:4]. (5) Given the reactants [CH3:1][C:2]1[O:6][C:5]([C:7]2[CH:12]=[CH:11][CH:10]=[CH:9][CH:8]=2)=[N:4][C:3]=1[CH2:13][O:14][C:15]1[CH:22]=[CH:21][C:18]([CH:19]=[O:20])=[CH:17][CH:16]=1.O1CCCC1.[BH4-].[Na+].O, predict the reaction product. The product is: [CH3:1][C:2]1[O:6][C:5]([C:7]2[CH:8]=[CH:9][CH:10]=[CH:11][CH:12]=2)=[N:4][C:3]=1[CH2:13][O:14][C:15]1[CH:16]=[CH:17][C:18]([CH2:19][OH:20])=[CH:21][CH:22]=1. (6) The product is: [OH:2][C:3]1[CH:4]=[C:5]([C:9]2[CH:10]([CH3:16])[CH2:11][C:12](=[O:15])[NH:13][N:14]=2)[CH:6]=[CH:7][CH:8]=1. Given the reactants C[O:2][C:3]1[CH:4]=[C:5]([C:9]2[CH:10]([CH3:16])[CH2:11][C:12](=[O:15])[NH:13][N:14]=2)[CH:6]=[CH:7][CH:8]=1.[Br-].[Br-].[Br-].B.O, predict the reaction product.